Task: Predict the product of the given reaction.. Dataset: Forward reaction prediction with 1.9M reactions from USPTO patents (1976-2016) (1) Given the reactants [CH3:1][N:2]1[C:11]2[C:10]3[CH:12]=[C:13]([O:16][CH:17]4[CH2:22][CH2:21][NH:20][CH2:19][CH2:18]4)[CH:14]=[CH:15][C:9]=3[NH:8][C:7](=[O:23])[C:6]=2[CH2:5][CH2:4][CH2:3]1.C=O.[C:26](O)(=O)C.C(O[BH-](OC(=O)C)OC(=O)C)(=O)C.[Na+].[OH-].[Na+], predict the reaction product. The product is: [CH3:1][N:2]1[C:11]2[C:10]3[CH:12]=[C:13]([O:16][CH:17]4[CH2:18][CH2:19][N:20]([CH3:26])[CH2:21][CH2:22]4)[CH:14]=[CH:15][C:9]=3[NH:8][C:7](=[O:23])[C:6]=2[CH2:5][CH2:4][CH2:3]1. (2) Given the reactants [NH2:1][N+:2]1[C:7]([NH2:8])=[CH:6][CH:5]=[C:4]([C:9]([O:11][CH3:12])=[O:10])[CH:3]=1.CC1C=C(C)C=C(C)C=1S([O-])(=O)=O.[OH:26][C:27]1[CH:34]=[C:33]([CH3:35])[C:30]([CH:31]=O)=[C:29]([CH3:36])[CH:28]=1.C(N(CC)CC)C, predict the reaction product. The product is: [CH3:12][O:11][C:9]([C:4]1[CH:5]=[CH:6][C:7]2[N:2]([N:1]=[C:31]([C:30]3[C:33]([CH3:35])=[CH:34][C:27]([OH:26])=[CH:28][C:29]=3[CH3:36])[N:8]=2)[CH:3]=1)=[O:10]. (3) Given the reactants [CH2:1]([O:3][P:4]([CH2:9][C:10]([O:12][C:13]([CH3:16])([CH3:15])[CH3:14])=[O:11])([O:6][CH2:7][CH3:8])=[O:5])[CH3:2].[H-].[Na+].Br[CH2:20][C@H:21]([CH3:41])[CH2:22][O:23][Si:24]([C:37]([CH3:40])([CH3:39])[CH3:38])([C:31]1[CH:36]=[CH:35][CH:34]=[CH:33][CH:32]=1)[C:25]1[CH:30]=[CH:29][CH:28]=[CH:27][CH:26]=1, predict the reaction product. The product is: [Si:24]([O:23][CH2:22][CH:21]([CH3:41])[CH2:20][C@H:9]([P:4]([O:3][CH2:1][CH3:2])([O:6][CH2:7][CH3:8])=[O:5])[C:10]([O:12][C:13]([CH3:14])([CH3:16])[CH3:15])=[O:11])([C:37]([CH3:38])([CH3:39])[CH3:40])([C:31]1[CH:32]=[CH:33][CH:34]=[CH:35][CH:36]=1)[C:25]1[CH:30]=[CH:29][CH:28]=[CH:27][CH:26]=1. (4) Given the reactants ClC1C=C2C(=CC=1)[N:7](S(C1C=CC=CC=1)(=O)=O)C(C(OCC)=O)=C2S(Cl)(=O)=O.[Br:29][C:30]1[CH:31]=[C:32]2[C:36](=[CH:37][CH:38]=1)[N:35](S(C1C=CC=CC=1)(=O)=O)[C:34]([C:48]([O:50]CC)=O)=[C:33]2[S:53](Cl)(=[O:55])=[O:54].Cl.CN.[CH3:60][NH:61][CH2:62][C:63]1[NH:64][C:65](=[O:68])[NH:66][N:67]=1, predict the reaction product. The product is: [Br:29][C:30]1[CH:31]=[C:32]2[C:36](=[CH:37][CH:38]=1)[NH:35][C:34]([C:48]([NH2:7])=[O:50])=[C:33]2[S:53]([N:61]([CH3:60])[CH2:62][C:63]1[NH:64][C:65](=[O:68])[NH:66][N:67]=1)(=[O:54])=[O:55]. (5) The product is: [Br:1][C:2]1[N:7]=[C:6]([C:8](=[O:11])[NH:9][CH3:10])[C:5]([NH:12][C:13]2[C:18]([C:19]([F:21])([F:20])[F:22])=[CH:17][N:16]=[C:15]([NH:23][C:24]3[C:25]([O:57][CH3:58])=[CH:26][C:27]([CH2:28][P:29](=[O:54])([O:33][CH2:34][C:35]4([CH2:39][N:40]5[CH:44]=[C:43]([B:45]6[O:49][C:48]([CH3:50])([CH3:51])[C:47]([CH3:53])([CH3:52])[O:46]6)[CH:42]=[N:41]5)[CH2:38][O:37][CH2:36]4)[O:30][CH2:31][CH3:32])=[C:55]([Cl:97])[CH:56]=3)[N:14]=2)=[CH:4][CH:3]=1. Given the reactants [Br:1][C:2]1[N:7]=[C:6]([C:8](=[O:11])[NH:9][CH3:10])[C:5]([NH:12][C:13]2[C:18]([C:19]([F:22])([F:21])[F:20])=[CH:17][N:16]=[C:15]([NH:23][C:24]3[CH:56]=[CH:55][C:27]([CH2:28][P:29](=[O:54])([O:33][CH2:34][C:35]4([CH2:39][N:40]5[CH:44]=[C:43]([B:45]6[O:49][C:48]([CH3:51])([CH3:50])[C:47]([CH3:53])([CH3:52])[O:46]6)[CH:42]=[N:41]5)[CH2:38][O:37][CH2:36]4)[O:30][CH2:31][CH3:32])=[CH:26][C:25]=3[O:57][CH3:58])[N:14]=2)=[CH:4][CH:3]=1.BrC1N=C(C(=O)NC)C(NC2C(C(F)(F)F)=CN=C(NC3C(OC)=CC(CP(=O)(O)OCC)=C([Cl:97])C=3)N=2)=CC=1.CC1(C)C(C)(C)OB(C2C=NN(CC3(CO)COC3)C=2)O1, predict the reaction product. (6) Given the reactants [Cl:1][C:2]1[CH:7]=[C:6]([C:8]2[CH:9]=[CH:10][C:11]3[N:12]([C:14]([CH2:17][O:18][C:19]4[C:28]5[C:23](=[CH:24][C:25]([O:29][CH3:30])=[CH:26][CH:27]=5)[N:22]=[CH:21][CH:20]=4)=[N:15][N:16]=3)[N:13]=2)[CH:5]=[CH:4][C:3]=1[C@H:31]([NH:36][S@@](C(C)(C)C)=O)[C:32]([F:35])([F:34])[F:33], predict the reaction product. The product is: [Cl:1][C:2]1[CH:7]=[C:6]([C:8]2[CH:9]=[CH:10][C:11]3[N:12]([C:14]([CH2:17][O:18][C:19]4[C:28]5[C:23](=[CH:24][C:25]([O:29][CH3:30])=[CH:26][CH:27]=5)[N:22]=[CH:21][CH:20]=4)=[N:15][N:16]=3)[N:13]=2)[CH:5]=[CH:4][C:3]=1[C@H:31]([NH2:36])[C:32]([F:33])([F:35])[F:34]. (7) Given the reactants [C:1]([C:5]1[O:9][N:8]=[C:7]([NH:10][C:11]([NH:13][C:14]2[CH:19]=[CH:18][CH:17]=[C:16]([SH:20])[CH:15]=2)=[O:12])[CH:6]=1)([CH3:4])([CH3:3])[CH3:2].Cl[C:22]1[C:31]2[C:26](=[CH:27][C:28]([F:33])=[C:29]([F:32])[CH:30]=2)[N:25]=[CH:24][N:23]=1, predict the reaction product. The product is: [C:1]([C:5]1[O:9][N:8]=[C:7]([NH:10][C:11]([NH:13][C:14]2[CH:19]=[CH:18][CH:17]=[C:16]([S:20][C:22]3[C:31]4[C:26](=[CH:27][C:28]([F:33])=[C:29]([F:32])[CH:30]=4)[N:25]=[CH:24][N:23]=3)[CH:15]=2)=[O:12])[CH:6]=1)([CH3:4])([CH3:2])[CH3:3]. (8) Given the reactants [NH2:1][C:2]([NH2:4])=[O:3].[C:5]([OH:13])(=[O:12])[CH:6]([CH2:8][C:9]([OH:11])=[O:10])[OH:7].N, predict the reaction product. The product is: [NH2:1][C:2]([NH2:4])=[O:3].[C:5]([OH:13])(=[O:12])[CH:6]([CH2:8][C:9]([OH:11])=[O:10])[OH:7].